Task: Predict the reactants needed to synthesize the given product.. Dataset: Full USPTO retrosynthesis dataset with 1.9M reactions from patents (1976-2016) (1) Given the product [CH2:1]([N:6]1[C:13](=[O:14])[C:12](=[O:16])[C:11]2[CH:10]=[CH:9][S:8][C:7]1=2)[CH2:2][CH2:3][CH2:4][CH3:5], predict the reactants needed to synthesize it. The reactants are: [CH2:1]([NH:6][C:7]1[S:8][CH:9]=[CH:10][CH:11]=1)[CH2:2][CH2:3][CH2:4][CH3:5].[C:12](Cl)(=[O:16])[C:13](Cl)=[O:14]. (2) Given the product [OH:16][N:15]=[C:12]([NH2:13])[C:9]1[O:8][C:7]2[CH:6]=[CH:5][CH:4]=[C:3]([O:2][CH3:1])[C:11]=2[CH:10]=1, predict the reactants needed to synthesize it. The reactants are: [CH3:1][O:2][C:3]1[C:11]2[CH:10]=[C:9]([C:12]#[N:13])[O:8][C:7]=2[CH:6]=[CH:5][CH:4]=1.Cl.[NH2:15][OH:16].C(=O)([O-])O.[Na+]. (3) Given the product [ClH:1].[CH2:28]1[C:29]2([CH2:34][CH2:33][NH:32][CH2:31][C@H:30]2[OH:35])[CH2:27]1.[Cl:1][C:2]1[CH:3]=[C:4]([N:13]2[CH2:19][CH2:18][C:17](=[O:20])[N:16]([CH2:21][CH2:22][CH2:23][C:24]([N:32]3[CH2:33][CH2:34][C:29]4([CH2:27][CH2:28]4)[C@H:30]([OH:35])[CH2:31]3)=[O:26])[CH2:15][CH2:14]2)[CH:5]=[CH:6][C:7]=1[O:8][C:9]([F:12])([F:10])[F:11], predict the reactants needed to synthesize it. The reactants are: [Cl:1][C:2]1[CH:3]=[C:4]([N:13]2[CH2:19][CH2:18][C:17](=[O:20])[N:16]([CH2:21][CH2:22][CH2:23][C:24]([OH:26])=O)[CH2:15][CH2:14]2)[CH:5]=[CH:6][C:7]=1[O:8][C:9]([F:12])([F:11])[F:10].[CH2:27]1[C:29]2([CH2:34][CH2:33][NH:32][CH2:31][C@H:30]2[OH:35])[CH2:28]1.